The task is: Predict the reaction yield, written as a fraction of the theoretical maximum amount of product (1.0 means a 100% yield; for example, 0.34 means a 34% yield).. This data is from Reaction yield outcomes from USPTO patents with 853,638 reactions. (1) The reactants are [CH:1]([NH:14][C:15]1[C:24]2[C:19](=[CH:20][CH:21]=[CH:22][CH:23]=2)[N:18]=[C:17](Cl)[N:16]=1)([C:8]1[CH:13]=[CH:12][CH:11]=[CH:10][CH:9]=1)[C:2]1[CH:7]=[CH:6][CH:5]=[CH:4][CH:3]=1.[N:26]1[CH:31]=[C:30](B(O)O)[CH:29]=[N:28][CH:27]=1.C(NC1C2C(=CC=CC=2)N=C(C2SC3C=CC=CC=3C=2)N=1)(C1C=CC=CC=1)C1C=CC=CC=1. The catalyst is C1CCCCC1.CCOC(C)=O. The product is [CH:1]([NH:14][C:15]1[C:24]2[C:19](=[CH:20][CH:21]=[CH:22][CH:23]=2)[N:18]=[C:17]([C:30]2[CH:31]=[N:26][CH:27]=[N:28][CH:29]=2)[N:16]=1)([C:8]1[CH:13]=[CH:12][CH:11]=[CH:10][CH:9]=1)[C:2]1[CH:7]=[CH:6][CH:5]=[CH:4][CH:3]=1. The yield is 0.590. (2) The reactants are [F:1][C:2]1[CH:3]=[C:4]([OH:11])[CH:5]=[CH:6][C:7]=1[N+:8]([O-:10])=[O:9].[F:12][C:13]([F:26])([F:25])[S:14](O[S:14]([C:13]([F:26])([F:25])[F:12])(=[O:16])=[O:15])(=[O:16])=[O:15].C(N(CC)CC)C. The catalyst is C(Cl)Cl. The yield is 0.851. The product is [F:12][C:13]([F:26])([F:25])[S:14]([O:11][C:4]1[CH:5]=[CH:6][C:7]([N+:8]([O-:10])=[O:9])=[C:2]([F:1])[CH:3]=1)(=[O:16])=[O:15]. (3) The reactants are [Cl:1][C:2]1[CH:3]=[C:4]([CH:8]=[C:9]([Cl:11])[CH:10]=1)[C:5](O)=O.C(N(CC)CC)C.ClC(OC[CH:24]([CH3:26])C)=O.C[NH:28][C:29](=[S:32])[NH:30][NH2:31]. The catalyst is C1COCC1. The product is [Cl:1][C:2]1[CH:3]=[C:4]([C:5]2[N:28]([CH2:24][CH3:26])[C:29]([SH:32])=[N:30][N:31]=2)[CH:8]=[C:9]([Cl:11])[CH:10]=1. The yield is 0.0850. (4) The reactants are Cl[C:2]1[N:7]=[N:6][C:5]([O:8][C:9]2[CH:14]=[CH:13][CH:12]=[CH:11][C:10]=2[CH3:15])=[C:4]([O:16][CH3:17])[CH:3]=1.[CH2:18]([Sn](CCCC)(CCCC)C=C)[CH2:19]CC.C(OCC)(=O)C.[F-].[Na+]. The catalyst is C1(C)C=CC=CC=1.C1C=CC([P]([Pd]([P](C2C=CC=CC=2)(C2C=CC=CC=2)C2C=CC=CC=2)([P](C2C=CC=CC=2)(C2C=CC=CC=2)C2C=CC=CC=2)[P](C2C=CC=CC=2)(C2C=CC=CC=2)C2C=CC=CC=2)(C2C=CC=CC=2)C2C=CC=CC=2)=CC=1.O. The product is [CH3:17][O:16][C:4]1[CH:3]=[C:2]([CH:18]=[CH2:19])[N:7]=[N:6][C:5]=1[O:8][C:9]1[CH:14]=[CH:13][CH:12]=[CH:11][C:10]=1[CH3:15]. The yield is 0.886. (5) The reactants are [N+:1]([C:4]1[CH:13]=[CH:12][CH:11]=[C:10]2[C:5]=1[CH:6]=[CH:7][C:8](=[O:14])[NH:9]2)([O-])=O. The catalyst is CO.[OH-].[Pd+2].[OH-]. The product is [NH2:1][C:4]1[CH:13]=[CH:12][CH:11]=[C:10]2[C:5]=1[CH2:6][CH2:7][C:8](=[O:14])[NH:9]2. The yield is 0.530. (6) The reactants are [CH3:1][N:2]1[C:6]([C:7]2[CH:12]=[CH:11][CH:10]=[CH:9][CH:8]=2)=[C:5]([CH:13]=[O:14])[C:4](=[O:15])[N:3]1[CH3:16].CC(=CC)C.Cl([O-])=[O:23].[Na+].P([O-])([O-])[O-].[K+].[K+].[K+]. The catalyst is C(O)(C)(C)C.O. The product is [CH3:1][N:2]1[C:6]([C:7]2[CH:12]=[CH:11][CH:10]=[CH:9][CH:8]=2)=[C:5]([C:13]([OH:23])=[O:14])[C:4](=[O:15])[N:3]1[CH3:16]. The yield is 0.350. (7) The reactants are [CH3:1][C:2]([C:7]1[CH:12]=[CH:11][C:10]([B:13]2[O:17][C:16]([CH3:19])([CH3:18])[C:15]([CH3:21])([CH3:20])[O:14]2)=[CH:9][CH:8]=1)([CH3:6])[C:3](O)=[O:4].C(Cl)CCl.C1C=CC2N(O)N=NC=2C=1.[CH3:36][CH:37]([CH3:40])[CH2:38][NH2:39]. The catalyst is C(Cl)Cl. The product is [CH2:38]([NH:39][C:3](=[O:4])[C:2]([CH3:6])([C:7]1[CH:8]=[CH:9][C:10]([B:13]2[O:14][C:15]([CH3:20])([CH3:21])[C:16]([CH3:18])([CH3:19])[O:17]2)=[CH:11][CH:12]=1)[CH3:1])[CH:37]([CH3:40])[CH3:36]. The yield is 0.990. (8) The reactants are [CH3:1][C:2]1[CH:3]=[CH:4][C:5]([C:8]2[C:12]3[C:13]([CH3:19])=[CH:14][C:15]([CH3:18])=[C:16]([CH3:17])[C:11]=3[O:10][CH:9]=2)=[N:6][CH:7]=1. The catalyst is CO. The product is [CH3:1][C:2]1[CH:3]=[CH:4][C:5]([CH:8]2[C:12]3[C:13]([CH3:19])=[CH:14][C:15]([CH3:18])=[C:16]([CH3:17])[C:11]=3[O:10][CH2:9]2)=[N:6][CH:7]=1. The yield is 0.890. (9) The reactants are [NH2:1][C@H:2]([C:7]([OH:9])=[O:8])[CH2:3][CH2:4][S:5][CH3:6].[S:10]1[C:14]2[CH:15]=[CH:16][CH:17]=[CH:18][C:13]=2[CH:12]=[C:11]1[C:19]1[O:23][C:22](=[O:24])[C:21]2([CH2:29][CH2:28][CH2:27][CH2:26][CH2:25]2)[N:20]=1. The catalyst is CN1CCOCC1. The product is [S:10]1[C:14]2[CH:15]=[CH:16][CH:17]=[CH:18][C:13]=2[CH:12]=[C:11]1[C:19]([NH:20][C:21]1([C:22]([NH:1][C@H:2]([C:7]([OH:9])=[O:8])[CH2:3][CH2:4][S:5][CH3:6])=[O:24])[CH2:29][CH2:28][CH2:27][CH2:26][CH2:25]1)=[O:23]. The yield is 0.220.